This data is from NCI-60 drug combinations with 297,098 pairs across 59 cell lines. The task is: Regression. Given two drug SMILES strings and cell line genomic features, predict the synergy score measuring deviation from expected non-interaction effect. (1) Drug 1: C1CCC(C1)C(CC#N)N2C=C(C=N2)C3=C4C=CNC4=NC=N3. Drug 2: C1CN1P(=S)(N2CC2)N3CC3. Cell line: NCI/ADR-RES. Synergy scores: CSS=5.65, Synergy_ZIP=-4.65, Synergy_Bliss=-4.69, Synergy_Loewe=-11.2, Synergy_HSA=-4.63. (2) Drug 1: C1CCC(CC1)NC(=O)N(CCCl)N=O. Drug 2: CC1C(C(=O)NC(C(=O)N2CCCC2C(=O)N(CC(=O)N(C(C(=O)O1)C(C)C)C)C)C(C)C)NC(=O)C3=C4C(=C(C=C3)C)OC5=C(C(=O)C(=C(C5=N4)C(=O)NC6C(OC(=O)C(N(C(=O)CN(C(=O)C7CCCN7C(=O)C(NC6=O)C(C)C)C)C)C(C)C)C)N)C. Cell line: SN12C. Synergy scores: CSS=8.70, Synergy_ZIP=-0.394, Synergy_Bliss=4.49, Synergy_Loewe=4.98, Synergy_HSA=4.22. (3) Drug 1: C1CCN(CC1)CCOC2=CC=C(C=C2)C(=O)C3=C(SC4=C3C=CC(=C4)O)C5=CC=C(C=C5)O. Drug 2: C1CCC(C(C1)N)N.C(=O)(C(=O)[O-])[O-].[Pt+4]. Cell line: T-47D. Synergy scores: CSS=14.9, Synergy_ZIP=-6.17, Synergy_Bliss=-3.54, Synergy_Loewe=3.94, Synergy_HSA=3.97. (4) Drug 2: C(CCl)NC(=O)N(CCCl)N=O. Synergy scores: CSS=52.4, Synergy_ZIP=-11.9, Synergy_Bliss=-14.0, Synergy_Loewe=-2.01, Synergy_HSA=-1.91. Cell line: K-562. Drug 1: C1C(C(OC1N2C=NC(=NC2=O)N)CO)O. (5) Drug 1: C1=C(C(=O)NC(=O)N1)N(CCCl)CCCl. Drug 2: C1=CC(=CC=C1CC(C(=O)O)N)N(CCCl)CCCl.Cl. Cell line: HS 578T. Synergy scores: CSS=25.4, Synergy_ZIP=6.88, Synergy_Bliss=11.8, Synergy_Loewe=9.32, Synergy_HSA=11.2. (6) Synergy scores: CSS=18.0, Synergy_ZIP=-8.32, Synergy_Bliss=-7.41, Synergy_Loewe=-5.29, Synergy_HSA=-4.36. Cell line: UO-31. Drug 1: C1=CC(=CC=C1CCCC(=O)O)N(CCCl)CCCl. Drug 2: CCC1(C2=C(COC1=O)C(=O)N3CC4=CC5=C(C=CC(=C5CN(C)C)O)N=C4C3=C2)O.Cl. (7) Drug 1: CC1C(C(CC(O1)OC2CC(CC3=C2C(=C4C(=C3O)C(=O)C5=C(C4=O)C(=CC=C5)OC)O)(C(=O)C)O)N)O.Cl. Drug 2: C1=NC2=C(N=C(N=C2N1C3C(C(C(O3)CO)O)O)F)N. Cell line: HCC-2998. Synergy scores: CSS=9.74, Synergy_ZIP=-9.41, Synergy_Bliss=-9.86, Synergy_Loewe=-10.8, Synergy_HSA=-8.89.